From a dataset of Reaction yield outcomes from USPTO patents with 853,638 reactions. Predict the reaction yield, written as a fraction of the theoretical maximum amount of product (1.0 means a 100% yield; for example, 0.34 means a 34% yield). (1) The reactants are [OH:1][CH2:2]/[CH:3]=[C:4](/[CH3:11])\[CH2:5][CH2:6][CH:7]=[C:8]([CH3:10])[CH3:9].CC(C(O)=O)CN.CC1(C)N([O])C(C)(C)CCC1. The catalyst is ClCCl. The product is [CH3:11]/[C:4](/[CH2:5][CH2:6][CH:7]=[C:8]([CH3:10])[CH3:9])=[CH:3]/[CH:2]=[O:1]. The yield is 0.840. (2) The reactants are [CH3:1][O:2][C:3](=[O:32])[C:4]1[CH:9]=[C:8]([O:10][C:11]2[CH:16]=[CH:15][C:14]([N+:17]([O-])=O)=[C:13]([CH3:20])[CH:12]=2)[CH:7]=[CH:6][C:5]=1[NH:21][S:22]([C:25]1[CH:30]=[CH:29][C:28]([CH3:31])=[CH:27][CH:26]=1)(=[O:24])=[O:23].[H][H]. The catalyst is [Pd].O1CCCC1.CO. The product is [CH3:1][O:2][C:3](=[O:32])[C:4]1[CH:9]=[C:8]([O:10][C:11]2[CH:16]=[CH:15][C:14]([NH2:17])=[C:13]([CH3:20])[CH:12]=2)[CH:7]=[CH:6][C:5]=1[NH:21][S:22]([C:25]1[CH:26]=[CH:27][C:28]([CH3:31])=[CH:29][CH:30]=1)(=[O:24])=[O:23]. The yield is 0.960. (3) The reactants are [CH2:1]=[C:2]1[C:10]2[CH:9]=[CH:8][CH:7]=[C:6]([OH:11])[C:5]=2[CH2:4][CH2:3]1.[H][H]. The catalyst is CO.CCOC(C)=O.[Pd]. The product is [CH3:1][CH:2]1[C:10]2[CH:9]=[CH:8][CH:7]=[C:6]([OH:11])[C:5]=2[CH2:4][CH2:3]1. The yield is 0.940. (4) The reactants are [I:1][C:2]1[CH:7]=[CH:6][C:5]([CH3:8])=[C:4]([N+:9]([O-:11])=[O:10])[CH:3]=1.[O-:12][Mn](=O)(=O)=O.[K+].[OH2:18]. No catalyst specified. The product is [I:1][C:2]1[CH:7]=[CH:6][C:5]([C:8]([OH:12])=[O:18])=[C:4]([N+:9]([O-:11])=[O:10])[CH:3]=1. The yield is 0.200. (5) The yield is 0.220. The product is [ClH:1].[CH3:37][O:38][C:39]1[C:40]([O:48][CH2:49][CH2:50][CH3:51])=[C:41]([CH:45]=[CH:46][CH:47]=1)[CH2:42][N:20]([CH3:19])[C:15](=[O:17])/[CH:14]=[CH:13]/[C:8]1[CH:9]=[N:10][C:11]2[NH:12][C:3](=[O:2])[CH2:4][CH2:5][C:6]=2[CH:7]=1. No catalyst specified. The reactants are [ClH:1].[O:2]=[C:3]1[NH:12][C:11]2[N:10]=[CH:9][C:8](/[CH:13]=[CH:14]/[C:15]([OH:17])=O)=[CH:7][C:6]=2[CH2:5][CH2:4]1.Cl.[CH3:19][N:20]1CC2C=C(/C=C/C(O)=O)C=NC=2NC(=O)C1.[CH3:37][O:38][C:39]1[C:40]([O:48][CH2:49][CH2:50][CH3:51])=[C:41]([CH:45]=[CH:46][CH:47]=1)[CH2:42]CN.CNCC1C=CC2C(=CC=CC=2)C=1CCC. (6) The reactants are [C:1]([O:5][C:6]([NH:8][CH2:9][CH:10]([OH:13])[CH2:11]I)=[O:7])([CH3:4])([CH3:3])[CH3:2].[C:14]([O-:17])(=[S:16])[CH3:15].[K+]. The catalyst is CC(C)=O. The product is [C:14]([S:16][CH2:11][CH:10]([OH:13])[CH2:9][NH:8][C:6]([O:5][C:1]([CH3:4])([CH3:3])[CH3:2])=[O:7])(=[O:17])[CH3:15]. The yield is 0.270. (7) The reactants are C1C=C(N2CCN([CH2:15][CH2:16][CH2:17][CH2:18][O:19][C:20]3[CH:21]=[CH:22][C:23]4[CH2:30][CH2:29][C:27](=[O:28])[NH:26][C:24]=4[CH:25]=3)CC2)C(Cl)=C(Cl)C=1.OC1C=C2C(CCC(=O)N2)=CC=1.[Br:43]CCCCBr. No catalyst specified. The product is [Br:43][CH2:15][CH2:16][CH2:17][CH2:18][O:19][C:20]1[CH:25]=[C:24]2[C:23]([CH2:30][CH2:29][C:27](=[O:28])[NH:26]2)=[CH:22][CH:21]=1. The yield is 0.755. (8) The reactants are [N:1]12[CH2:8][CH2:7][C:4]([C:9]([C:19]3[CH:24]=[CH:23][C:22]([O:25][CH3:26])=[CH:21][CH:20]=3)([C:11]3[CH:16]=[CH:15][C:14]([O:17][CH3:18])=[CH:13][CH:12]=3)[OH:10])([CH2:5][CH2:6]1)[CH2:3][CH2:2]2.[C:27]1([CH2:33][O:34][CH2:35][CH2:36][Br:37])[CH:32]=[CH:31][CH:30]=[CH:29][CH:28]=1. The catalyst is CC#N. The product is [Br-:37].[OH:10][C:9]([C:19]1[CH:20]=[CH:21][C:22]([O:25][CH3:26])=[CH:23][CH:24]=1)([C:11]1[CH:16]=[CH:15][C:14]([O:17][CH3:18])=[CH:13][CH:12]=1)[C:4]12[CH2:5][CH2:6][N+:1]([CH2:36][CH2:35][O:34][CH2:33][C:27]3[CH:32]=[CH:31][CH:30]=[CH:29][CH:28]=3)([CH2:2][CH2:3]1)[CH2:8][CH2:7]2. The yield is 0.467. (9) The catalyst is C(Cl)Cl. The product is [F:33][C:34]1[CH:39]=[CH:38][C:37]([S:40]([N:24]([CH3:25])[C:2]([CH3:1])([CH3:23])[C:3]([NH:5][CH2:6][C:7]2[CH:8]=[C:9]([C:13]3[CH:18]=[CH:17][C:16]([C:19]([F:20])([F:21])[F:22])=[CH:15][CH:14]=3)[CH:10]=[CH:11][CH:12]=2)=[O:4])(=[O:42])=[O:41])=[CH:36][CH:35]=1. The yield is 0.340. The reactants are [CH3:1][C:2]([NH:24][CH3:25])([CH3:23])[C:3]([NH:5][CH2:6][C:7]1[CH:8]=[C:9]([C:13]2[CH:18]=[CH:17][C:16]([C:19]([F:22])([F:21])[F:20])=[CH:15][CH:14]=2)[CH:10]=[CH:11][CH:12]=1)=[O:4].C(N(CC)CC)C.[F:33][C:34]1[CH:39]=[CH:38][C:37]([S:40](Cl)(=[O:42])=[O:41])=[CH:36][CH:35]=1. (10) The reactants are Br[C:2]1[CH:11]=[CH:10][C:5]([C:6]([O:8][CH3:9])=[O:7])=[C:4]([O:12][CH3:13])[CH:3]=1.[Cl:14][C:15]1[CH:20]=[CH:19][C:18](B(O)O)=[CH:17][CH:16]=1.[O-]P([O-])([O-])=O.[K+].[K+].[K+]. The catalyst is O1CCOCC1.CO.C1C=CC(P(C2C=CC=CC=2)[C-]2C=CC=C2)=CC=1.C1C=CC(P(C2C=CC=CC=2)[C-]2C=CC=C2)=CC=1.Cl[Pd]Cl.[Fe+2]. The product is [CH3:9][O:8][C:6]([C:5]1[CH:10]=[CH:11][C:2]([C:18]2[CH:19]=[CH:20][C:15]([Cl:14])=[CH:16][CH:17]=2)=[CH:3][C:4]=1[O:12][CH3:13])=[O:7]. The yield is 0.780.